From a dataset of Catalyst prediction with 721,799 reactions and 888 catalyst types from USPTO. Predict which catalyst facilitates the given reaction. (1) Reactant: [CH3:1][N:2]([CH3:7])[CH2:3][CH2:4][CH2:5][NH2:6].[Cl:8][C:9]1[CH:10]=[C:11]2[C:15](=[CH:16][CH:17]=1)[N:14]([C:18](OC1C=CC([N+]([O-])=O)=CC=1)=[O:19])[C:13](=[O:30])[CH2:12]2. Product: [CH3:1][N:2]([CH3:7])[CH2:3][CH2:4][CH2:5][NH:6][C:18]([N:14]1[C:15]2[C:11](=[CH:10][C:9]([Cl:8])=[CH:17][CH:16]=2)[CH2:12][C:13]1=[O:30])=[O:19]. The catalyst class is: 4. (2) Reactant: C([O:8][C:9]1[CH:14]=[CH:13][C:12]([C:15]2[C:20](=[O:21])[N:19]3[CH2:22][CH2:23][N:24]([C:25]4[CH:30]=[CH:29][CH:28]=[CH:27][CH:26]=4)[C:18]3=[N:17][CH:16]=2)=[CH:11][C:10]=1[F:31])C1C=CC=CC=1. Product: [F:31][C:10]1[CH:11]=[C:12]([C:15]2[C:20](=[O:21])[N:19]3[CH2:22][CH2:23][N:24]([C:25]4[CH:26]=[CH:27][CH:28]=[CH:29][CH:30]=4)[C:18]3=[N:17][CH:16]=2)[CH:13]=[CH:14][C:9]=1[OH:8]. The catalyst class is: 67. (3) Reactant: [H-].[Na+].[C:3]([O:7][C:8](=[O:17])[NH:9][C@H:10]1[CH2:15][CH2:14][C@H:13]([OH:16])[CH2:12][CH2:11]1)([CH3:6])([CH3:5])[CH3:4].C1OCCOCCOCCOCCOC1.[Cl:33][C:34]1[CH:39]=[C:38]([Cl:40])[N:37]=[C:36](S(C)(=O)=O)[N:35]=1.[Cl-].[NH4+]. Product: [Cl:33][C:34]1[CH:39]=[C:38]([Cl:40])[N:37]=[C:36]([O:16][C@H:13]2[CH2:12][CH2:11][C@H:10]([NH:9][C:8](=[O:17])[O:7][C:3]([CH3:6])([CH3:4])[CH3:5])[CH2:15][CH2:14]2)[N:35]=1. The catalyst class is: 7. (4) Reactant: [NH:1]1[C:9]2[C:4](=[CH:5][CH:6]=[CH:7][CH:8]=2)[CH:3]=[CH:2]1.Cl. Product: [NH:1]1[C:9]2[C:4](=[CH:5][CH:6]=[CH:7][CH:8]=2)[CH2:3][CH:2]1[C:3]1[C:4]2[C:9](=[CH:8][CH:7]=[CH:6][CH:5]=2)[NH:1][CH:2]=1. The catalyst class is: 28. (5) Reactant: [CH3:1][C:2]1[CH:7]=[CH:6][CH:5]=[CH:4][C:3]=1[C:8]1[O:12][N:11]=[CH:10][C:9]=1[C:13]([OH:15])=O.CN(C(ON1N=NC2C=CC=CC1=2)=[N+](C)C)C.[B-](F)(F)(F)F.Cl.[NH:39]1[CH2:44][CH2:43][CH2:42][CH:41]([C:45]([OH:48])([CH3:47])[CH3:46])[CH2:40]1.C(N(CC)CC)C. Product: [CH3:1][C:2]1[CH:7]=[CH:6][CH:5]=[CH:4][C:3]=1[C:8]1[O:12][N:11]=[CH:10][C:9]=1[C:13]([N:39]1[CH2:44][CH2:43][CH2:42][CH:41]([C:45]([OH:48])([CH3:47])[CH3:46])[CH2:40]1)=[O:15]. The catalyst class is: 343. (6) Reactant: [F:1][C:2]([F:40])([F:39])[C:3]1[CH:8]=[CH:7][C:6]([N:9]2[CH2:14][CH2:13][CH:12]([O:15][C:16]3[CH:17]=[C:18]4[C:22](=[CH:23][CH:24]=3)[CH:21]([NH:25][CH:26]3[CH2:31][CH2:30][N:29](C(OC(C)(C)C)=O)[CH2:28][CH2:27]3)[CH2:20][CH2:19]4)[CH2:11][CH2:10]2)=[CH:5][CH:4]=1.Cl. Product: [F:40][C:2]([F:1])([F:39])[C:3]1[CH:8]=[CH:7][C:6]([N:9]2[CH2:14][CH2:13][CH:12]([O:15][C:16]3[CH:17]=[C:18]4[C:22](=[CH:23][CH:24]=3)[CH:21]([NH:25][CH:26]3[CH2:31][CH2:30][NH:29][CH2:28][CH2:27]3)[CH2:20][CH2:19]4)[CH2:11][CH2:10]2)=[CH:5][CH:4]=1. The catalyst class is: 12. (7) Reactant: [NH:1]1[C:5]2=[N:6][CH:7]=[CH:8][CH:9]=[C:4]2[C:3]([C:10](=O)[CH3:11])=[CH:2]1.C([SiH](CC)CC)C. Product: [CH2:10]([C:3]1[C:4]2[C:5](=[N:6][CH:7]=[CH:8][CH:9]=2)[NH:1][CH:2]=1)[CH3:11]. The catalyst class is: 67. (8) Reactant: [F:1][C:2]1[CH:7]=[C:6]([F:8])[C:5]([F:9])=[C:4]([NH:10][C:11]2[CH:16]=[CH:15][C:14]([I:17])=[CH:13][C:12]=2[F:18])[C:3]=1[NH2:19].S(Cl)(Cl)(=O)=O.[CH2:25]([C:28]1([S:31](Cl)(=[O:33])=[O:32])[CH2:30][CH2:29]1)[CH:26]=[CH2:27]. Product: [F:9][C:5]1[C:4]([NH:10][C:11]2[CH:16]=[CH:15][C:14]([I:17])=[CH:13][C:12]=2[F:18])=[C:3]([NH:19][S:31]([C:28]2([CH2:25][CH:26]=[CH2:27])[CH2:30][CH2:29]2)(=[O:33])=[O:32])[C:2]([F:1])=[CH:7][C:6]=1[F:8]. The catalyst class is: 17. (9) Reactant: [Cl:1][C:2]1[CH:7]=[CH:6][N:5]=[C:4]([NH2:8])[CH:3]=1.[Br:9]N1C(=O)CCC1=O.C(Cl)Cl.[OH-].[Na+]. Product: [Br:9][C:7]1[C:2]([Cl:1])=[CH:3][C:4]([NH2:8])=[N:5][CH:6]=1. The catalyst class is: 22.